This data is from Full USPTO retrosynthesis dataset with 1.9M reactions from patents (1976-2016). The task is: Predict the reactants needed to synthesize the given product. (1) Given the product [F:37][C:38]([F:43])([F:42])[C:39]([OH:41])=[O:40].[C:1]([O:4][CH2:5][C:6]1[CH:11]=[C:10]([O:12][CH2:13][C:14]2[CH:15]=[CH:16][CH:17]=[CH:18][CH:19]=2)[C:9]([OH:20])=[CH:8][N:7]=1)(=[O:3])[CH3:2], predict the reactants needed to synthesize it. The reactants are: [C:1]([O:4][CH2:5][C:6]1[CH:11]=[C:10]([O:12][CH2:13][C:14]2[CH:19]=[CH:18][CH:17]=[CH:16][CH:15]=2)[C:9]([O:20]CC2C=CC(OC)=CC=2)=[CH:8][N:7]=1)(=[O:3])[CH3:2].C([SiH](CC)CC)C.[F:37][C:38]([F:43])([F:42])[C:39]([OH:41])=[O:40]. (2) Given the product [CH3:1][C:2]1[S:6][C:5]([C:7]2[CH:12]=[CH:11][CH:10]=[C:9]([C:13]([F:14])([F:16])[F:15])[CH:8]=2)=[N:4][C:3]=1[CH2:17][N:18]1[CH:22]=[C:21]([C:23]([OH:25])=[O:24])[CH:20]=[N:19]1, predict the reactants needed to synthesize it. The reactants are: [CH3:1][C:2]1[S:6][C:5]([C:7]2[CH:12]=[CH:11][CH:10]=[C:9]([C:13]([F:16])([F:15])[F:14])[CH:8]=2)=[N:4][C:3]=1[CH2:17][N:18]1[CH:22]=[C:21]([C:23]([O:25]CC)=[O:24])[CH:20]=[N:19]1.[OH-].[Na+].O. (3) Given the product [Si:39]([O:46][CH:47]([CH3:48])[CH2:24][CH2:23][CH:22]([C:31]1[CH:36]=[C:35]([F:37])[CH:34]=[CH:33][C:32]=1[F:38])[S:19]([C:16]1[CH:15]=[CH:14][C:13]([Cl:12])=[CH:18][CH:17]=1)(=[O:21])=[O:20])([C:42]([CH3:45])([CH3:44])[CH3:43])([CH3:41])[CH3:40], predict the reactants needed to synthesize it. The reactants are: CN1CCOCC1.C(Cl)(=O)C.[Cl:12][C:13]1[CH:18]=[CH:17][C:16]([S:19]([CH:22]([C:31]2[CH:36]=[C:35]([F:37])[CH:34]=[CH:33][C:32]=2[F:38])[C:23]2N=CC(CN)=C[CH:24]=2)(=[O:21])=[O:20])=[CH:15][CH:14]=1.[Si:39]([O:46][CH2:47][CH2:48]C(C)C(C1C=C(F)C=CC=1F)S(C1C=CC(Cl)=CC=1)(=O)=O)([C:42]([CH3:45])([CH3:44])[CH3:43])([CH3:41])[CH3:40]. (4) Given the product [CH2:19]([CH:18]1[CH2:17][C:11]2[C:10](=[CH:15][CH:14]=[CH:13][C:12]=2[Cl:16])[CH2:9][NH:8]1)[C:20]1[CH:25]=[CH:24][CH:23]=[CH:22][CH:21]=1, predict the reactants needed to synthesize it. The reactants are: C(OC([NH:8][CH2:9][C:10]1[CH:15]=[CH:14][CH:13]=[C:12]([Cl:16])[C:11]=1[CH2:17][C:18](=O)[CH2:19][C:20]1[CH:25]=[CH:24][CH:23]=[CH:22][CH:21]=1)=O)(C)(C)C.FC(F)(F)C(O)=O.[BH4-].[Na+].C(=O)([O-])O.[Na+]. (5) The reactants are: [F:1][C:2]([F:9])([F:8])[C:3]1[CH:7]=[CH:6][NH:5][N:4]=1.[H-].[Na+].[CH2:12]([O:19][C:20](=[O:26])[CH:21](Br)[C:22](=[O:24])[CH3:23])[C:13]1[CH:18]=[CH:17][CH:16]=[CH:15][CH:14]=1. Given the product [CH2:12]([O:19][C:20](=[O:26])[CH:21]([N:5]1[CH:6]=[CH:7][C:3]([C:2]([F:9])([F:8])[F:1])=[N:4]1)[C:22](=[O:24])[CH3:23])[C:13]1[CH:18]=[CH:17][CH:16]=[CH:15][CH:14]=1, predict the reactants needed to synthesize it. (6) Given the product [Br:7][C:8]1[CH:13]=[CH:12][C:11]([N:1]2[CH2:6][CH2:5][O:4][CH2:3][CH2:2]2)=[CH:10][CH:9]=1, predict the reactants needed to synthesize it. The reactants are: [NH:1]1[CH2:6][CH2:5][O:4][CH2:3][CH2:2]1.[Br:7][C:8]1[CH:13]=[CH:12][C:11](Br)=[CH:10][CH:9]=1.CC(C)([O-])C.[K+]. (7) Given the product [CH3:1][CH:2]1[CH2:8][C:7]2[CH:9]=[C:10]3[O:15][CH2:14][O:13][C:11]3=[CH:12][C:6]=2[C:5]([C:16]2[CH:17]=[CH:18][C:19]([N+:22]([O-:24])=[O:23])=[CH:20][CH:21]=2)=[N:4][N:3]1[C:25]1[S:28][CH:29]=[N:27][N:26]=1, predict the reactants needed to synthesize it. The reactants are: [CH3:1][CH:2]1[CH2:8][C:7]2[CH:9]=[C:10]3[O:15][CH2:14][O:13][C:11]3=[CH:12][C:6]=2[C:5]([C:16]2[CH:21]=[CH:20][C:19]([N+:22]([O-:24])=[O:23])=[CH:18][CH:17]=2)=[N:4][N:3]1[C:25](=[S:28])[NH:26][NH2:27].[CH:29](OCC)(OCC)OCC.Cl. (8) Given the product [F:1][C:2]([F:7])([F:6])[C:3]([OH:5])=[O:4].[F:8][C:9]([F:14])([F:13])[C:10]([OH:12])=[O:11].[Cl:15][C:16]1[CH:17]=[N:18][C:19]2[NH:20][C:21]3[CH:22]=[CH:23][CH:24]=[C:25]([CH:43]=3)[CH2:26][CH2:27][C:28]3[CH:36]=[C:32]([NH:33][C:34]=1[N:35]=2)[CH:31]=[CH:30][C:29]=3[N:37]1[CH2:42][CH2:41][N:40]([C:45]([NH:44][C:47]2[CH:54]=[CH:53][CH:52]=[C:49]([C:50]#[N:51])[CH:48]=2)=[O:46])[CH2:39][CH2:38]1, predict the reactants needed to synthesize it. The reactants are: [F:1][C:2]([F:7])([F:6])[C:3]([OH:5])=[O:4].[F:8][C:9]([F:14])([F:13])[C:10]([OH:12])=[O:11].[Cl:15][C:16]1[CH:17]=[N:18][C:19]2[NH:20][C:21]3[CH:22]=[CH:23][CH:24]=[C:25]([CH:43]=3)[CH2:26][CH2:27][C:28]3[CH:36]=[C:32]([NH:33][C:34]=1[N:35]=2)[CH:31]=[CH:30][C:29]=3[N:37]1[CH2:42][CH2:41][NH:40][CH2:39][CH2:38]1.[N:44]([C:47]1[CH:48]=[C:49]([CH:52]=[CH:53][CH:54]=1)[C:50]#[N:51])=[C:45]=[O:46]. (9) The reactants are: [CH3:1][C:2]1([CH3:19])[C:10]2[C:5](=[CH:6][C:7]([N+:15]([O-:17])=[O:16])=[C:8]([NH:11]C(=O)C)[CH:9]=2)[NH:4][C:3]1=[O:18].Cl[CH:21]([CH3:24])[C:22]#[CH:23].C([O-])([O-])=O.[K+].[K+].C1CCN2C(=NCCC2)CC1. Given the product [NH2:11][C:8]1[CH:9]=[C:10]2[C:5](=[CH:6][C:7]=1[N+:15]([O-:17])=[O:16])[N:4]([CH:22]([CH3:23])[C:21]#[CH:24])[C:3](=[O:18])[C:2]2([CH3:1])[CH3:19], predict the reactants needed to synthesize it.